Dataset: Forward reaction prediction with 1.9M reactions from USPTO patents (1976-2016). Task: Predict the product of the given reaction. (1) Given the reactants [H-].[Na+].[F:3][C:4]([F:40])([F:39])[C:5]1[CH:6]=[C:7]([CH:32]=[C:33]([C:35]([F:38])([F:37])[F:36])[CH:34]=1)[CH2:8][NH:9][CH:10]1[CH2:16][CH2:15][CH2:14][N:13]([C:17]([O:19][CH:20]([CH3:22])[CH3:21])=[O:18])[C:12]2[C:23]([CH3:31])=[C:24]([C:27]([F:30])([F:29])[F:28])[CH:25]=[CH:26][C:11]1=2.[CH3:41][N:42](C)C=O.N#CBr, predict the reaction product. The product is: [F:40][C:4]([F:3])([F:39])[C:5]1[CH:6]=[C:7]([CH:32]=[C:33]([C:35]([F:36])([F:38])[F:37])[CH:34]=1)[CH2:8][N:9]([C:41]#[N:42])[CH:10]1[CH2:16][CH2:15][CH2:14][N:13]([C:17]([O:19][CH:20]([CH3:21])[CH3:22])=[O:18])[C:12]2[C:23]([CH3:31])=[C:24]([C:27]([F:28])([F:29])[F:30])[CH:25]=[CH:26][C:11]1=2. (2) Given the reactants C(=O)([O-])[O-].[K+].[K+].[Br:7][C:8]1[CH:9]=[C:10]([C:13]2([CH3:41])[CH2:18][C:17]([CH2:21][OH:22])([CH2:19]I)[S:16][C:15]([NH:23][C:24](=[O:40])[O:25][CH2:26][CH:27]3[C:39]4[CH:38]=[CH:37][CH:36]=[CH:35][C:34]=4[C:33]4[C:28]3=[CH:29][CH:30]=[CH:31][CH:32]=4)=[N:14]2)[S:11][CH:12]=1, predict the reaction product. The product is: [Br:7][C:8]1[CH:9]=[C:10]([C:13]2([CH3:41])[CH2:18][C:17]3([CH2:19][O:22][CH2:21]3)[S:16][C:15]([NH:23][C:24](=[O:40])[O:25][CH2:26][CH:27]3[C:28]4[CH:29]=[CH:30][CH:31]=[CH:32][C:33]=4[C:34]4[C:39]3=[CH:38][CH:37]=[CH:36][CH:35]=4)=[N:14]2)[S:11][CH:12]=1. (3) Given the reactants [CH3:1][O:2][C:3]1[CH:8]=[CH:7][C:6]([CH2:9][C:10]([OH:12])=[O:11])=[CH:5][CH:4]=1.[Br:13]Br, predict the reaction product. The product is: [Br:13][C:8]1[CH:7]=[C:6]([CH2:9][C:10]([OH:12])=[O:11])[CH:5]=[CH:4][C:3]=1[O:2][CH3:1]. (4) Given the reactants [NH2:1][C:2]1[CH:26]=[CH:25][CH:24]=[CH:23][C:3]=1[CH2:4][O:5][NH:6][C:7](=[O:22])[C:8]1[CH:13]=[CH:12][CH:11]=[CH:10][C:9]=1[NH:14][CH2:15][C:16]1[CH:21]=[CH:20][N:19]=[CH:18][CH:17]=1.C(N(CC)CC)C.[C:34]1([S:40](Cl)(=[O:42])=[O:41])[CH:39]=[CH:38][CH:37]=[CH:36][CH:35]=1, predict the reaction product. The product is: [C:34]1([S:40]([NH:1][C:2]2[CH:26]=[CH:25][CH:24]=[CH:23][C:3]=2[CH2:4][O:5][NH:6][C:7](=[O:22])[C:8]2[CH:13]=[CH:12][CH:11]=[CH:10][C:9]=2[NH:14][CH2:15][C:16]2[CH:17]=[CH:18][N:19]=[CH:20][CH:21]=2)(=[O:42])=[O:41])[CH:39]=[CH:38][CH:37]=[CH:36][CH:35]=1. (5) Given the reactants [CH2:1]([O:4][C@H:5]1[C:13]2[C:8](=[CH:9][C:10]([Br:14])=[CH:11][CH:12]=2)[C@@H:7]([NH:15][CH2:16][C@@H:17]([OH:29])[C@@H:18]([NH2:28])[CH2:19][C:20]2[CH:25]=[C:24]([F:26])[CH:23]=[C:22]([F:27])[CH:21]=2)[CH2:6]1)[CH:2]=[CH2:3].[C:30](O)(=[O:36])[CH2:31][CH2:32][CH2:33][CH:34]=[CH2:35], predict the reaction product. The product is: [CH2:1]([O:4][C@H:5]1[C:13]2[C:8](=[CH:9][C:10]([Br:14])=[CH:11][CH:12]=2)[C@H:7]([NH:15][CH2:16][C@@H:17]([OH:29])[C@@H:18]([NH:28][C:30](=[O:36])[CH2:31][CH2:32][CH2:33][CH:34]=[CH2:35])[CH2:19][C:20]2[CH:25]=[C:24]([F:26])[CH:23]=[C:22]([F:27])[CH:21]=2)[CH2:6]1)[CH:2]=[CH2:3]. (6) Given the reactants C([N:8]1[C:20]2[C:19]([O:21][CH2:22][CH2:23][CH2:24]Br)=[C:18]3[N:26](C(OC(C)(C)C)=O)[C:27]4[CH:28]=[CH:29][C:30]([Cl:33])=[CH:31][C:32]=4[C:17]3=[CH:16][C:15]=2[C:14]2[C:9]1=[CH:10][CH:11]=[C:12]([Cl:41])[CH:13]=2)(OC(C)(C)C)=O.C([CH:49]([NH2:56])[CH:50]1[CH2:55][CH2:54][CH2:53][NH:52][CH2:51]1)(OC(C)(C)C)=O, predict the reaction product. The product is: [Cl:41][C:12]1[CH:13]=[C:14]2[C:9](=[CH:10][CH:11]=1)[NH:8][C:20]1[C:19]([O:21][CH2:22][CH2:23][CH2:24][N:52]3[CH2:53][CH2:54][CH2:55][CH:50]([CH2:49][NH2:56])[CH2:51]3)=[C:18]3[NH:26][C:27]4[CH:28]=[CH:29][C:30]([Cl:33])=[CH:31][C:32]=4[C:17]3=[CH:16][C:15]2=1.